From a dataset of Catalyst prediction with 721,799 reactions and 888 catalyst types from USPTO. Predict which catalyst facilitates the given reaction. Reactant: Br[C:2]1[CH:3]=[C:4]([CH:9]=[CH:10][C:11]=1[O:12][CH3:13])[C:5]([O:7][CH3:8])=[O:6].[CH2:14]([O:16][CH2:17][CH2:18][O:19][C:20]1[CH:25]=[C:24]([CH3:26])[C:23](B(O)O)=[C:22]([CH3:30])[CH:21]=1)[CH3:15].C1(P(C2CCCCC2)C2C=CC=CC=2C2C=CC=CC=2)CCCCC1.P([O-])([O-])([O-])=O.[K+].[K+].[K+]. Product: [CH2:14]([O:16][CH2:17][CH2:18][O:19][C:20]1[CH:21]=[C:22]([CH3:30])[C:23]([C:2]2[C:11]([O:12][CH3:13])=[CH:10][CH:9]=[C:4]([C:5]([O:7][CH3:8])=[O:6])[CH:3]=2)=[C:24]([CH3:26])[CH:25]=1)[CH3:15]. The catalyst class is: 187.